Dataset: Full USPTO retrosynthesis dataset with 1.9M reactions from patents (1976-2016). Task: Predict the reactants needed to synthesize the given product. (1) Given the product [N:1]([C:2]1[CH:12]=[CH:11][C:10]([C:13]2[CH:14]=[C:15]3[C:21]([C:22]4[CH:27]=[CH:26][CH:25]=[CH:24][C:23]=4[O:28][CH3:29])=[CH:20][N:19]([S:30]([C:33]4[CH:38]=[CH:37][C:36]([CH3:39])=[CH:35][CH:34]=4)(=[O:31])=[O:32])[C:16]3=[N:17][CH:18]=2)=[CH:9][C:3]=1[C:4]([N:6]([CH3:7])[CH3:8])=[O:5])=[C:40]=[O:41], predict the reactants needed to synthesize it. The reactants are: [NH2:1][C:2]1[CH:12]=[CH:11][C:10]([C:13]2[CH:14]=[C:15]3[C:21]([C:22]4[CH:27]=[CH:26][CH:25]=[CH:24][C:23]=4[O:28][CH3:29])=[CH:20][N:19]([S:30]([C:33]4[CH:38]=[CH:37][C:36]([CH3:39])=[CH:35][CH:34]=4)(=[O:32])=[O:31])[C:16]3=[N:17][CH:18]=2)=[CH:9][C:3]=1[C:4]([N:6]([CH3:8])[CH3:7])=[O:5].[C:40](=O)(O)[O-:41].[Na+].C(Cl)(Cl)=O. (2) Given the product [CH3:34][S:31]([C:28]1[CH:27]=[CH:26][C:25]([CH2:24][CH2:23][CH2:22][CH2:21][CH:18]2[CH2:19][CH2:20][NH:15][CH2:16][CH2:17]2)=[CH:30][CH:29]=1)(=[O:33])=[O:32], predict the reactants needed to synthesize it. The reactants are: FC(F)(F)C(O)=O.C(OC([N:15]1[CH2:20][CH2:19][CH:18]([CH2:21][CH2:22][CH2:23][CH2:24][C:25]2[CH:30]=[CH:29][C:28]([S:31]([CH3:34])(=[O:33])=[O:32])=[CH:27][CH:26]=2)[CH2:17][CH2:16]1)=O)(C)(C)C. (3) Given the product [CH3:1][C:2]1[CH:3]=[N:4][C:5]2[N:6]([CH2:16][CH:17]([C:19]3[CH:20]=[CH:21][C:22]([C:25]([NH2:26])=[O:27])=[N:23][CH:24]=3)[OH:18])[C:7]3[CH2:8][CH2:9][N:10]([CH3:15])[CH2:11][C:12]=3[C:13]=2[CH:14]=1, predict the reactants needed to synthesize it. The reactants are: [CH3:1][C:2]1[CH:3]=[N:4][C:5]2[N:6]([CH2:16][CH:17]([C:19]3[CH:20]=[CH:21][C:22]([C:25]#[N:26])=[N:23][CH:24]=3)[OH:18])[C:7]3[CH2:8][CH2:9][N:10]([CH3:15])[CH2:11][C:12]=3[C:13]=2[CH:14]=1.[OH-:27].[K+].